Task: Predict which catalyst facilitates the given reaction.. Dataset: Catalyst prediction with 721,799 reactions and 888 catalyst types from USPTO (1) Reactant: [F:1][C:2]([F:42])([F:41])[C:3]1[CH:4]=[C:5]([CH:34]=[C:35]([C:37]([F:40])([F:39])[F:38])[CH:36]=1)[CH2:6][NH:7][C:8]([C:10]1([CH2:30][CH:31]2[CH2:33][CH2:32]2)[CH2:15][CH2:14][N:13]([CH2:16][CH:17](O)[C:18]2[CH:28]=[CH:27][C:21]3[O:22][CH2:23][C:24](=[O:26])[NH:25][C:20]=3[CH:19]=2)[CH2:12][CH2:11]1)=[O:9].Cl.OCC1(OC[C@@H](O)[C@@H](O)[C@H]1O)O. Product: [F:41][C:2]([F:1])([F:42])[C:3]1[CH:4]=[C:5]([CH:34]=[C:35]([C:37]([F:39])([F:38])[F:40])[CH:36]=1)[CH2:6][NH:7][C:8]([C:10]1([CH2:30][CH:31]2[CH2:32][CH2:33]2)[CH2:11][CH2:12][N:13]([CH2:16][CH2:17][C:18]2[CH:28]=[CH:27][C:21]3[O:22][CH2:23][C:24](=[O:26])[NH:25][C:20]=3[CH:19]=2)[CH2:14][CH2:15]1)=[O:9]. The catalyst class is: 19. (2) Reactant: [N+:1]([C:4]1[S:8][CH:7]=[C:6]([C:9]#[N:10])[C:5]=1[C:11]1[CH:16]=[N:15][CH:14]=[CH:13][N:12]=1)([O-])=O.[Sn](Cl)Cl.[OH-].[Na+]. Product: [NH2:1][C:4]1[S:8][CH:7]=[C:6]([C:9]#[N:10])[C:5]=1[C:11]1[CH:16]=[N:15][CH:14]=[CH:13][N:12]=1. The catalyst class is: 33.